Dataset: Catalyst prediction with 721,799 reactions and 888 catalyst types from USPTO. Task: Predict which catalyst facilitates the given reaction. (1) Reactant: [C:1]([C:5]1[CH:13]=[CH:12][C:8]([C:9]([OH:11])=O)=[C:7]([O:14][C:15]2[CH:16]=[N:17][C:18]([C:21]([F:24])([F:23])[F:22])=[CH:19][CH:20]=2)[CH:6]=1)([CH3:4])([CH3:3])[CH3:2].CN(C(ON1N=NC2C=CC=NC1=2)=[N+](C)C)C.F[P-](F)(F)(F)(F)F.[CH3:49][O:50][C:51]1[CH:56]=[C:55]([NH2:57])[CH:54]=[CH:53][N:52]=1.C(N(CC)CC)C. Product: [C:1]([C:5]1[CH:13]=[CH:12][C:8]([C:9]([NH:57][C:55]2[CH:54]=[CH:53][N:52]=[C:51]([O:50][CH3:49])[CH:56]=2)=[O:11])=[C:7]([O:14][C:15]2[CH:16]=[N:17][C:18]([C:21]([F:24])([F:22])[F:23])=[CH:19][CH:20]=2)[CH:6]=1)([CH3:4])([CH3:2])[CH3:3]. The catalyst class is: 4. (2) Reactant: [F:1][C:2]1[CH:3]=[C:4]([C:8]([C:15]2[CH:20]=[CH:19][CH:18]=[C:17]([F:21])[CH:16]=2)=[CH:9][C:10]([O:12][CH2:13][CH3:14])=[O:11])[CH:5]=[CH:6][CH:7]=1. Product: [F:1][C:2]1[CH:3]=[C:4]([CH:8]([C:15]2[CH:20]=[CH:19][CH:18]=[C:17]([F:21])[CH:16]=2)[CH2:9][C:10]([O:12][CH2:13][CH3:14])=[O:11])[CH:5]=[CH:6][CH:7]=1. The catalyst class is: 261.